This data is from Forward reaction prediction with 1.9M reactions from USPTO patents (1976-2016). The task is: Predict the product of the given reaction. (1) Given the reactants [CH2:1]([O:8][C:9](=[O:31])[C@H:10]([CH2:16][CH2:17][CH2:18][CH2:19][NH:20][C:21]([O:23][CH2:24][C:25]1[CH:30]=[CH:29][CH:28]=[CH:27][CH:26]=1)=[O:22])[NH:11][CH2:12][CH:13]([CH3:15])[CH3:14])[C:2]1[CH:7]=[CH:6][CH:5]=[CH:4][CH:3]=1.[C:32]([C:36]1[CH:41]=[CH:40][C:39]([S:42](Cl)(=[O:44])=[O:43])=[CH:38][CH:37]=1)([CH3:35])([CH3:34])[CH3:33], predict the reaction product. The product is: [CH2:1]([O:8][C:9](=[O:31])[C@H:10]([CH2:16][CH2:17][CH2:18][CH2:19][NH:20][C:21]([O:23][CH2:24][C:25]1[CH:26]=[CH:27][CH:28]=[CH:29][CH:30]=1)=[O:22])[N:11]([CH2:12][CH:13]([CH3:15])[CH3:14])[S:42]([C:39]1[CH:40]=[CH:41][C:36]([C:32]([CH3:35])([CH3:34])[CH3:33])=[CH:37][CH:38]=1)(=[O:44])=[O:43])[C:2]1[CH:3]=[CH:4][CH:5]=[CH:6][CH:7]=1. (2) Given the reactants S(Cl)(C1C=CC(C)=CC=1)(=O)=O.[N-]=[N+]=[N-].[Na+].C([O:18][C:19](=[O:38])[C@@H:20]1[CH2:24][C@H:23]([N:25]=[N+]=[N-])[CH2:22][N:21]1[S:28]([C:31]1[CH:36]=[CH:35][C:34]([CH3:37])=[CH:33][CH:32]=1)(=[O:30])=[O:29])C.[OH-].[Na+], predict the reaction product. The product is: [C:34]1([CH3:37])[CH:33]=[CH:32][C:31]([S:28]([N:21]2[CH2:22][C@@H:23]([NH2:25])[CH2:24][C@H:20]2[C:19]([OH:38])=[O:18])(=[O:30])=[O:29])=[CH:36][CH:35]=1. (3) Given the reactants [Br:1][C:2]1[CH:3]=[C:4]([CH:8]=[C:9]([N+:11]([O-:13])=[O:12])[CH:10]=1)[C:5]([OH:7])=[O:6].O=S(Cl)Cl.[CH3:18]O, predict the reaction product. The product is: [CH3:18][O:6][C:5](=[O:7])[C:4]1[CH:8]=[C:9]([N+:11]([O-:13])=[O:12])[CH:10]=[C:2]([Br:1])[CH:3]=1. (4) Given the reactants [Cl:1][C:2]1[CH:28]=[CH:27][C:5]([CH2:6][N:7]2[C:15]3[C:10](=[CH:11][C:12]([CH:16]=[C:17]4[S:21][C:20](SCCC)=[N:19][C:18]4=[O:26])=[CH:13][CH:14]=3)[CH:9]=[N:8]2)=[C:4]([C:29]([F:32])([F:31])[F:30])[CH:3]=1.[NH:33]1[CH2:38][CH2:37][S:36][CH2:35][CH2:34]1, predict the reaction product. The product is: [Cl:1][C:2]1[CH:28]=[CH:27][C:5]([CH2:6][N:7]2[C:15]3[C:10](=[CH:11][C:12]([CH:16]=[C:17]4[S:21][C:20]([N:33]5[CH2:38][CH2:37][S:36][CH2:35][CH2:34]5)=[N:19][C:18]4=[O:26])=[CH:13][CH:14]=3)[CH:9]=[N:8]2)=[C:4]([C:29]([F:32])([F:31])[F:30])[CH:3]=1. (5) Given the reactants C([N-]C(C)C)(C)C.[Li+].[F:9][C:10]1[CH:15]=[CH:14][N:13]=[CH:12][C:11]=1[CH3:16].[CH2:17]([Sn:21](Cl)([CH2:26][CH2:27][CH2:28][CH3:29])[CH2:22][CH2:23][CH2:24][CH3:25])[CH2:18][CH2:19][CH3:20], predict the reaction product. The product is: [F:9][C:10]1[C:15]([Sn:21]([CH2:22][CH2:23][CH2:24][CH3:25])([CH2:26][CH2:27][CH2:28][CH3:29])[CH2:17][CH2:18][CH2:19][CH3:20])=[CH:14][N:13]=[CH:12][C:11]=1[CH3:16].